This data is from Reaction yield outcomes from USPTO patents with 853,638 reactions. The task is: Predict the reaction yield, written as a fraction of the theoretical maximum amount of product (1.0 means a 100% yield; for example, 0.34 means a 34% yield). The reactants are [C:1]([NH:4][NH:5][C:6](=[O:26])[CH2:7][C:8]1[C:19](=[O:20])[N:18]([CH:21]2[CH2:25][CH2:24][CH2:23][CH2:22]2)[C:11]2[N:12]=[C:13]([S:16][CH3:17])[N:14]=[CH:15][C:10]=2[CH:9]=1)(=O)[CH3:2]. The catalyst is O=P(Cl)(Cl)Cl. The product is [CH:21]1([N:18]2[C:11]3[N:12]=[C:13]([S:16][CH3:17])[N:14]=[CH:15][C:10]=3[CH:9]=[C:8]([CH2:7][C:6]3[O:26][C:1]([CH3:2])=[N:4][N:5]=3)[C:19]2=[O:20])[CH2:22][CH2:23][CH2:24][CH2:25]1. The yield is 0.700.